From a dataset of Experimentally validated miRNA-target interactions with 360,000+ pairs, plus equal number of negative samples. Binary Classification. Given a miRNA mature sequence and a target amino acid sequence, predict their likelihood of interaction. (1) The miRNA is hsa-miR-3679-3p with sequence CUUCCCCCCAGUAAUCUUCAUC. The protein sequence of the target gene is MAVLGITIALLVWVATLLVISIWKQIYNSWNLPPGPFPLPILGNIFQLDLKDIPKSFTKLAKRFGPVFTLHLGSRRIVVLHGYKAVKEVLLNHKNEFSGRGDIPVFQEYKNKGIIFNNGPTWKDVRRFSLSILRDWGMGKQGNEARIQREAQFLVEELKKTKGQPFDPTFLIGCAPCNVIADILFNKRFDYNDKKCLRLMSLFNENFYLLSTPWIQLYNNFADYLRYLPGSHRKIMKNVSEIKQYTLEKAKEHLQSLDINCARDVTDCLLIEMEKEKHSQEPMYTMENVSVTLADLFFAG.... Result: 0 (no interaction). (2) The miRNA is mmu-miR-669g with sequence UGCAUUGUAUGUGUUGACAUGAU. The protein sequence of the target gene is MVATGSLSSKNPASISELLDGGYHPGSLLSDFDYWDYVVPEPNLNEVVFEETTCQNLVKMLENCLSRSKQTKLGCSKVLVPEKLTQRIAQDVLRLSSTEPCGLRGCVMHVNLEIENVCKKLDRIVCDASVVPTFELTLVFKQESCPWTSLKDFFFSRGRFSSGLKRTLILSSGFRLVKKKLYSLIGTTVIEEC. Result: 0 (no interaction). (3) The miRNA is hsa-miR-340-5p with sequence UUAUAAAGCAAUGAGACUGAUU. The protein sequence of the target gene is MRAARAAPLLQLLLLLGPWLEAAGVAESPLPAVVLAILARNAEHSLPHYLGALERLDYPRARMALWCATDHNVDNTTEMLQEWLAAVGDDYAAVVWRPEGEPRFYPDEEGPKHWTKERHQFLMELKQEALTFARNWGADYILFADTDNILTNNQTLRLLMGQGLPVVAPMLDSQTYYSNFWCGITPQGYYRRTAEYFPTKNRQRRGCFRVPMVHSTFLASLRAEGADQLAFYPPHPNYTWPFDDIIVFAYACQAAGVSVHVCNEHRYGYMNVPVKSHQGLEDERVNFIHLILEALVDGPR.... Result: 1 (interaction). (4) The miRNA is hsa-miR-1275 with sequence GUGGGGGAGAGGCUGUC. The protein sequence of the target gene is MPSKSACLRHTEAPGQLEGRMLQGQPPNTEKKLIPTPGFLPASDSQGSETNPMPPFSIPAKTSNQNPQTKANLITPQPPIRPKLERTLSLDDKGWRRRRFRGSQEDLTVQNGASPCRGSLQDSVAQSPAYSRPLPCLSTSLQEIPKSRRATGSEGGSPSLWSDCLSGMISTSLDLLHRDAASGGPPSRLASLHASHTPPAMDLSIASSSLRTANKVDPEHTDYKLRMQTRLVRAHSNLGPSRPRSPLAGDDHSIHSARSFSLLAPIRTKDIRSRSYLEGSLLASGALLGAEELARYFPDR.... Result: 0 (no interaction). (5) The miRNA is hsa-miR-6514-3p with sequence CUGCCUGUUCUUCCACUCCAG. The protein sequence of the target gene is MGRRRLLVWLCAVAALLSGAQARGTPLLARPAPPGASRYSLYTTGWRPRLRPGPHKALCAYVVHRNVTCILQEGAESYVKAEYRQCRWGPKCPGTVTYRTVLRPKYKVGYKTVTDLAWRCCPGFTGKRCPEHLTDHGAASPQLEPEPQIPSGQLDPGPRPPSYSRAAPSPHGRKGPGLFGERLERLEGDVQRLAQTYGTLSGLVASHEDPNRMTGGPRAPAVPVGFGVIPEGLVGPGDRARGPLTPPLDEILSKVTEVSNTLQTKVQLLDKVHGLALGHEAHLQRLREAPPSPLTSLALL.... Result: 0 (no interaction). (6) The miRNA is hsa-miR-105-5p with sequence UCAAAUGCUCAGACUCCUGUGGU. The protein sequence of the target gene is MSGASVKVAVRVRPFNSRETSKESKCIIQMQGNSTSIINPKNPKEAPKSFSFDYSYWSHTSPEDPCFASQNRVYNDIGKEMLLHAFEGYNVCIFAYGQTGAGKSYTMMGKQEESQAGIIPQLCEELFEKINDNCNEEMSYSVEVSYMEIYCERVRDLLNPKNKGNLRVREHPLLGPYVEDLSKLAVTSYTDIADLMDAGNKARTVAATNMNETSSRSHAVFTIVFTQKKQDPETNLSTEKVSKISLVDLAGSERADSTGAKGTRLKEGANINKSLTTLGKVISALAEVDNCTSKSKKKKK.... Result: 0 (no interaction). (7) Result: 1 (interaction). The protein sequence of the target gene is MESLLQHLDRFSELLAVSSTTYVSTWDPATVRRALQWARYLRHIHRRFGRHGPIRTALERRLHNQWRQEGGFGRGPVPGLANFQALGHCDVLLSLRLLENRALGDAARYHLVQQLFPGPGVRDADEETLQESLARLARRRSAVHMLRFNGYRENPNLQEDSLMKTQAELLLERLQEVGKAEAERPARFLSSLWERLPQNNFLKVIAVALLQPPLSRRPQEELEPGIHKSPGEGSQVLVHWLLGNSEVFAAFCRALPAGLLTLVTSRHPALSPVYLGLLTDWGQRLHYDLQKGIWVGTESQ.... The miRNA is hsa-miR-605-3p with sequence AGAAGGCACUAUGAGAUUUAGA. (8) The miRNA is hsa-miR-561-3p with sequence CAAAGUUUAAGAUCCUUGAAGU. The protein sequence of the target gene is MRNWCLCQICTCGSDYRPYEIVKQPRHIPEEYKPKQGKIDLGTTYKRDFNPYKVQPLIKVRPVERQQVKKGKLDTVPTYKDDYRSWDIQKCELCKPEQAYHPPDVKFGNSTTFQDDYVPQEIKPRQSFKPCSVVKCSVGPFNGDTSHRRDYVPHQLEVKFARPKEIYKPTDQPFEDLTTHRNDFQGLAGETAKICRPAYTRVTQNIQFKGSTEFRDSFQPWEIPPPKVKKVAEYVPPSGSMQLNSTSHLDYVPYQASRVVAIRPVSHRRQSNFPFQGKSTTKEDFPAWEICRQGLIKQQQ.... Result: 0 (no interaction).